This data is from Forward reaction prediction with 1.9M reactions from USPTO patents (1976-2016). The task is: Predict the product of the given reaction. (1) The product is: [OH:28][CH2:27][C@H:16]([NH:15][C:12]([C:4]1[C:5]2[O:10][CH2:9][CH2:8][O:7][C:6]=2[CH:11]=[C:2]([Br:1])[CH:3]=1)=[O:14])[CH2:17][C:18]1[C:26]2[C:21](=[CH:22][CH:23]=[CH:24][CH:25]=2)[NH:20][CH:19]=1. Given the reactants [Br:1][C:2]1[CH:3]=[C:4]([C:12]([OH:14])=O)[C:5]2[O:10][CH2:9][CH2:8][O:7][C:6]=2[CH:11]=1.[NH2:15][C@@H:16]([CH2:27][OH:28])[CH2:17][C:18]1[C:26]2[C:21](=[CH:22][CH:23]=[CH:24][CH:25]=2)[NH:20][CH:19]=1.C(Cl)CCl.C1C=CC2N(O)N=NC=2C=1, predict the reaction product. (2) Given the reactants [H-].[Na+].[NH:3]1[C:11]2[C:6](=[CH:7][C:8]([CH:12]=[O:13])=[CH:9][CH:10]=2)[CH:5]=[CH:4]1.[CH2:14](Br)[C:15]#[CH:16], predict the reaction product. The product is: [CH2:16]([N:3]1[C:11]2[C:6](=[CH:7][C:8]([CH:12]=[O:13])=[CH:9][CH:10]=2)[CH:5]=[CH:4]1)[C:15]#[CH:14].